This data is from NCI-60 drug combinations with 297,098 pairs across 59 cell lines. The task is: Regression. Given two drug SMILES strings and cell line genomic features, predict the synergy score measuring deviation from expected non-interaction effect. (1) Drug 1: COC1=CC(=CC(=C1O)OC)C2C3C(COC3=O)C(C4=CC5=C(C=C24)OCO5)OC6C(C(C7C(O6)COC(O7)C8=CC=CS8)O)O. Synergy scores: CSS=86.4, Synergy_ZIP=8.79, Synergy_Bliss=8.19, Synergy_Loewe=10.4, Synergy_HSA=13.3. Drug 2: C1=CN(C(=O)N=C1N)C2C(C(C(O2)CO)O)O.Cl. Cell line: HL-60(TB). (2) Drug 1: C1=CC=C(C(=C1)C(C2=CC=C(C=C2)Cl)C(Cl)Cl)Cl. Drug 2: CN(C(=O)NC(C=O)C(C(C(CO)O)O)O)N=O. Cell line: KM12. Synergy scores: CSS=6.39, Synergy_ZIP=-1.49, Synergy_Bliss=0.904, Synergy_Loewe=-32.6, Synergy_HSA=0.424. (3) Drug 1: C1=C(C(=O)NC(=O)N1)N(CCCl)CCCl. Synergy scores: CSS=7.86, Synergy_ZIP=-6.69, Synergy_Bliss=-6.07, Synergy_Loewe=-12.9, Synergy_HSA=-6.61. Cell line: OVCAR-5. Drug 2: CC1=CC=C(C=C1)C2=CC(=NN2C3=CC=C(C=C3)S(=O)(=O)N)C(F)(F)F.